Dataset: Catalyst prediction with 721,799 reactions and 888 catalyst types from USPTO. Task: Predict which catalyst facilitates the given reaction. (1) Reactant: [OH:1][C:2]1[C:11]([CH2:12][CH2:13][C:14]([CH3:16])=[CH2:15])=[C:10]([O:17][CH3:18])[CH:9]=[C:8](/[CH:19]=[CH:20]/[C:21]2[CH:26]=[CH:25][CH:24]=[CH:23][CH:22]=2)[C:3]=1[C:4]([O:6][CH3:7])=[O:5].C(N(CC)CC)C.Cl[C:35](Cl)=[O:36].[NH2:38][NH2:39]. Product: [NH:38]([C:35]([O:1][C:2]1[C:11]([CH2:12][CH2:13][C:14]([CH3:16])=[CH2:15])=[C:10]([O:17][CH3:18])[CH:9]=[C:8](/[CH:19]=[CH:20]/[C:21]2[CH:22]=[CH:23][CH:24]=[CH:25][CH:26]=2)[C:3]=1[C:4]([O:6][CH3:7])=[O:5])=[O:36])[NH2:39]. The catalyst class is: 4. (2) Reactant: Cl[C:2]1[C:11]2=[N:12][N:13](CC3C=CC(OC)=CC=3)[CH:14]=[C:10]2[C:9]2[CH:8]=[C:7]([O:24][CH3:25])[CH:6]=[CH:5][C:4]=2[N:3]=1.[O:26]1[CH2:31][CH2:30][N:29]([C:32]2[N:37]=[CH:36][C:35]([NH2:38])=[CH:34][CH:33]=2)[CH2:28][CH2:27]1.Cl. Product: [CH3:25][O:24][C:7]1[CH:6]=[CH:5][C:4]2[N:3]=[C:2]([NH:38][C:35]3[CH:36]=[N:37][C:32]([N:29]4[CH2:28][CH2:27][O:26][CH2:31][CH2:30]4)=[CH:33][CH:34]=3)[C:11]3[NH:12][N:13]=[CH:14][C:10]=3[C:9]=2[CH:8]=1. The catalyst class is: 71. (3) Reactant: [CH3:1][NH:2][C:3]([C@@H:5]([NH:14][C:15](=[O:21])[O:16][C:17]([CH3:20])([CH3:19])[CH3:18])[CH2:6][CH:7]1[CH2:12][CH2:11][CH:10]([CH3:13])[CH2:9][CH2:8]1)=O.[H-].[H-].[H-].[H-].[Li+].[Al+3].O.O.O.O.O.O.O.O.O.O.S([O-])([O-])(=O)=O.[Na+].[Na+]. Product: [CH3:1][NH:2][CH2:3][C@@H:5]([NH:14][C:15](=[O:21])[O:16][C:17]([CH3:20])([CH3:19])[CH3:18])[CH2:6][CH:7]1[CH2:12][CH2:11][CH:10]([CH3:13])[CH2:9][CH2:8]1. The catalyst class is: 1. (4) Reactant: [F:1][B-:2]([F:5])([F:4])[F:3].[C:6]1([C:12]2[CH:17]=[C:16]([C:18]3[CH:23]=[CH:22][CH:21]=[CH:20][CH:19]=3)[CH:15]=[C:14]([C:24]3[CH:29]=[CH:28][CH:27]=[CH:26][CH:25]=3)[O+]=2)[CH:11]=[CH:10][CH:9]=[CH:8][CH:7]=1.[CH3:30][C:31]1[CH:38]=[CH:37][C:34]([CH2:35][NH2:36])=[CH:33][CH:32]=1. Product: [F:1][B-:2]([F:5])([F:4])[F:3].[CH3:30][C:31]1[CH:38]=[CH:37][C:34]([CH2:35][N+:36]2[C:12]([C:6]3[CH:11]=[CH:10][CH:9]=[CH:8][CH:7]=3)=[CH:17][C:16]([C:18]3[CH:23]=[CH:22][CH:21]=[CH:20][CH:19]=3)=[CH:15][C:14]=2[C:24]2[CH:29]=[CH:28][CH:27]=[CH:26][CH:25]=2)=[CH:33][CH:32]=1. The catalyst class is: 621. (5) Reactant: C([Sn](CCCC)=O)CCC.[N:11]([Si](C)(C)C)=[N+:12]=[N-:13].[CH2:18]1[C:26]2[C:21](=[CH:22][CH:23]=[CH:24][CH:25]=2)[CH2:20][CH:19]1[NH:27][C:28]1[N:29]=[CH:30][C:31]2[CH2:36][N:35]([C:37](=[O:44])[CH2:38][CH2:39][CH2:40][CH2:41][C:42]#[N:43])[CH2:34][C:32]=2[N:33]=1. Product: [CH2:18]1[C:26]2[C:21](=[CH:22][CH:23]=[CH:24][CH:25]=2)[CH2:20][CH:19]1[NH:27][C:28]1[N:29]=[CH:30][C:31]2[CH2:36][N:35]([C:37](=[O:44])[CH2:38][CH2:39][CH2:40][CH2:41][C:42]3[NH:43][N:13]=[N:12][N:11]=3)[CH2:34][C:32]=2[N:33]=1. The catalyst class is: 11.